From a dataset of Catalyst prediction with 721,799 reactions and 888 catalyst types from USPTO. Predict which catalyst facilitates the given reaction. (1) Reactant: [O:1]1[CH:5]=[CH:4][N:3]=[CH:2]1.C([Li])CCC.[O:11]1[CH:15]=[C:14]([CH:16]=[O:17])[N:13]=[CH:12]1. Product: [O:1]1[CH:5]=[C:4]([CH:16]([C:14]2[N:13]=[CH:12][O:11][CH:15]=2)[OH:17])[N:3]=[CH:2]1. The catalyst class is: 1. (2) Reactant: C([O:3][C:4](=[O:15])[CH:5]=[CH:6][C:7]1[CH:12]=[CH:11][C:10]([Br:13])=[C:9]([F:14])[CH:8]=1)C.[OH-].[Na+]. Product: [Br:13][C:10]1[CH:11]=[CH:12][C:7]([CH:6]=[CH:5][C:4]([OH:15])=[O:3])=[CH:8][C:9]=1[F:14]. The catalyst class is: 5.